This data is from Forward reaction prediction with 1.9M reactions from USPTO patents (1976-2016). The task is: Predict the product of the given reaction. (1) Given the reactants C(=O)([O-])[O-].[Ba+2:5].[NH:6]([S:14]([C:17]([F:20])([F:19])[F:18])(=[O:16])=[O:15])[S:7]([C:10]([F:13])([F:12])[F:11])(=[O:9])=[O:8], predict the reaction product. The product is: [NH:6]([S:7]([C:10]([F:13])([F:11])[F:12])(=[O:9])=[O:8])[S:14]([C:17]([F:20])([F:19])[F:18])(=[O:16])=[O:15].[NH:6]([S:7]([C:10]([F:13])([F:11])[F:12])(=[O:9])=[O:8])[S:14]([C:17]([F:20])([F:19])[F:18])(=[O:16])=[O:15].[Ba:5]. (2) Given the reactants [NH2:1][C:2]1[C:11]2[C:6](=[CH:7][CH:8]=[CH:9][C:10]=2[O:12][CH2:13][C@@H:14]([NH2:17])[CH2:15][CH3:16])[N:5]=[C:4]([CH3:18])[C:3]=1[C:19]([O:21][CH2:22][CH3:23])=[O:20].[OH:24][CH2:25][CH2:26][O:27][C:28]1[CH:36]=[CH:35][C:31]([C:32](O)=[O:33])=[CH:30][C:29]=1[O:37][CH3:38], predict the reaction product. The product is: [NH2:1][C:2]1[C:11]2[C:6](=[CH:7][CH:8]=[CH:9][C:10]=2[O:12][CH2:13][C@@H:14]([NH:17][C:32](=[O:33])[C:31]2[CH:35]=[CH:36][C:28]([O:27][CH2:26][CH2:25][OH:24])=[C:29]([O:37][CH3:38])[CH:30]=2)[CH2:15][CH3:16])[N:5]=[C:4]([CH3:18])[C:3]=1[C:19]([O:21][CH2:22][CH3:23])=[O:20]. (3) The product is: [Cl:14][C:5]1[N:4]=[N:3][C:2]([O:15][CH2:16][CH3:17])=[C:7]([N:8]2[CH2:13][CH2:12][O:11][CH2:10][CH2:9]2)[CH:6]=1. Given the reactants Cl[C:2]1[N:3]=[N:4][C:5]([Cl:14])=[CH:6][C:7]=1[N:8]1[CH2:13][CH2:12][O:11][CH2:10][CH2:9]1.[O-:15][CH2:16][CH3:17].[Na+], predict the reaction product. (4) Given the reactants [NH:1]1[CH:6]=[CH:5][CH:4]=[CH:3][C:2]1=[O:7].Br[C:9]1[S:10][C:11]([C:15]([NH:17][CH2:18][C:19]2[CH:24]=[CH:23][C:22]([F:25])=[CH:21][CH:20]=2)=[O:16])=[C:12]([CH3:14])[N:13]=1, predict the reaction product. The product is: [F:25][C:22]1[CH:21]=[CH:20][C:19]([CH2:18][NH:17][C:15]([C:11]2[S:10][C:9]([N:1]3[CH:6]=[CH:5][CH:4]=[CH:3][C:2]3=[O:7])=[N:13][C:12]=2[CH3:14])=[O:16])=[CH:24][CH:23]=1. (5) Given the reactants [F:1][C:2]1[CH:7]=[CH:6][C:5]([C:8]2[CH:12]=[CH:11][NH:10][N:9]=2)=[CH:4][CH:3]=1.[H-].[Na+].I[CH3:16], predict the reaction product. The product is: [F:1][C:2]1[CH:3]=[CH:4][C:5]([C:8]2[CH:12]=[CH:11][N:10]([CH3:16])[N:9]=2)=[CH:6][CH:7]=1. (6) Given the reactants [O:1]=[C:2]1[CH:11]=[N:10][C:9]2[C:4](=[CH:5][CH:6]=[CH:7][CH:8]=2)[N:3]1[CH2:12][CH:13]=O.[NH:15]1[CH2:20][CH2:19][CH:18]([NH:21][C:22]([C:24]2[CH:33]=[CH:32][C:27]3[O:28][CH2:29][CH2:30][O:31][C:26]=3[CH:25]=2)=[O:23])[CH2:17][CH2:16]1.C(O[BH-](OC(=O)C)OC(=O)C)(=O)C.[Na+].C(=O)([O-])O.[Na+], predict the reaction product. The product is: [O:1]=[C:2]1[CH:11]=[N:10][C:9]2[C:4](=[CH:5][CH:6]=[CH:7][CH:8]=2)[N:3]1[CH2:12][CH2:13][N:15]1[CH2:20][CH2:19][CH:18]([NH:21][C:22]([C:24]2[CH:33]=[CH:32][C:27]3[O:28][CH2:29][CH2:30][O:31][C:26]=3[CH:25]=2)=[O:23])[CH2:17][CH2:16]1. (7) Given the reactants Cl[C:2]1C=C(Cl)C=C(Cl)C=1O.C([Zn]CC)C.C(I)I.[Br:19][C:20]1[CH:25]=[CH:24][C:23]([C:26]([O:28][CH3:29])=[CH2:27])=[CH:22][CH:21]=1, predict the reaction product. The product is: [Br:19][C:20]1[CH:21]=[CH:22][C:23]([C:26]2([O:28][CH3:29])[CH2:2][CH2:27]2)=[CH:24][CH:25]=1. (8) Given the reactants C([O-])([O-])=O.[Cs+].[Cs+].[OH:7][C:8]1[C:16]2[CH:15]=[CH:14][S:13][C:12]=2[CH:11]=[C:10]([C:17]([O:19]CC)=O)[CH:9]=1.[F:22][C:23]1[CH:33]=[C:32](F)[CH:31]=[CH:30][C:24]=1[C:25]([N:27]([CH3:29])[CH3:28])=[O:26].[NH2:35][C:36]1[CH:41]=[CH:40][C:39]([CH3:42])=[CH:38][N:37]=1.CN(C(ON1N=NC2C=CC=NC1=2)=[N+](C)C)C.F[P-](F)(F)(F)(F)F, predict the reaction product. The product is: [CH3:28][N:27]([CH3:29])[C:25]([C:24]1[CH:30]=[CH:31][C:32]([O:7][C:8]2[C:16]3[CH:15]=[CH:14][S:13][C:12]=3[CH:11]=[C:10]([C:17]([NH:35][C:36]3[CH:41]=[CH:40][C:39]([CH3:42])=[CH:38][N:37]=3)=[O:19])[CH:9]=2)=[CH:33][C:23]=1[F:22])=[O:26]. (9) The product is: [CH3:1][C:2]1([CH3:20])[CH2:7][CH:6]([CH2:8][CH2:9][CH2:10][CH2:11][OH:12])[CH2:5][CH2:4][O:3]1. Given the reactants [CH3:1][C:2]1([CH3:20])[CH2:7][CH:6]([CH:8]=[CH:9][CH2:10][CH2:11][O:12]CC2C=CC=CC=2)[CH2:5][CH2:4][O:3]1, predict the reaction product. (10) Given the reactants [NH2:1][C:2]1[N:6]([C:7]2[CH:12]=[CH:11][C:10]([OH:13])=[CH:9][CH:8]=2)[N:5]=[C:4]([C:14]([CH3:17])([CH3:16])[CH3:15])[CH:3]=1.[CH3:18][O:19][CH2:20][CH2:21]O.C1CCN(C(N=NC(N2CCCCC2)=O)=O)CC1.C1(P(C2C=CC=CC=2)C2C=CC=CC=2)C=CC=CC=1, predict the reaction product. The product is: [C:14]([C:4]1[CH:3]=[C:2]([NH2:1])[N:6]([C:7]2[CH:12]=[CH:11][C:10]([O:13][CH2:21][CH2:20][O:19][CH3:18])=[CH:9][CH:8]=2)[N:5]=1)([CH3:17])([CH3:16])[CH3:15].